This data is from Reaction yield outcomes from USPTO patents with 853,638 reactions. The task is: Predict the reaction yield, written as a fraction of the theoretical maximum amount of product (1.0 means a 100% yield; for example, 0.34 means a 34% yield). (1) The reactants are [C:1]([NH:4][C@@H:5]([CH2:28][C:29]1[CH:34]=[C:33]([F:35])[CH:32]=[C:31]([F:36])[CH:30]=1)[C@@H:6]([C@H:8]1[CH2:17][C:16]2[C:11](=[C:12]([O:19][CH3:20])[CH:13]=[CH:14][C:15]=2Br)[CH2:10][N:9]1[C:21]([O:23][C:24]([CH3:27])([CH3:26])[CH3:25])=[O:22])[OH:7])(=[O:3])[CH3:2].ClCCl.[I-].[CH2:41]([Zn+])[C:42]([CH3:45])([CH3:44])[CH3:43].[Cl-].[NH4+]. The catalyst is O1CCCC1.C(OCC)(=O)C. The product is [C:1]([NH:4][C@@H:5]([CH2:28][C:29]1[CH:34]=[C:33]([F:35])[CH:32]=[C:31]([F:36])[CH:30]=1)[C@@H:6]([C@H:8]1[CH2:17][C:16]2[C:11](=[C:12]([O:19][CH3:20])[CH:13]=[CH:14][C:15]=2[CH2:41][C:42]([CH3:45])([CH3:44])[CH3:43])[CH2:10][N:9]1[C:21]([O:23][C:24]([CH3:27])([CH3:26])[CH3:25])=[O:22])[OH:7])(=[O:3])[CH3:2]. The yield is 0.460. (2) The reactants are Br[C:2]1[CH:3]=[C:4]2[C:9](=[CH:10][CH:11]=1)[O:8][C:7]([CH3:13])([CH3:12])[CH:6]=[CH:5]2.C([Li])CCC.[B:19](OC(C)C)([O:24]C(C)C)[O:20]C(C)C.Cl. The catalyst is O1CCCC1. The product is [CH3:12][C:7]1([CH3:13])[CH:6]=[CH:5][C:4]2[C:9](=[CH:10][CH:11]=[C:2]([B:19]([OH:24])[OH:20])[CH:3]=2)[O:8]1. The yield is 0.820. (3) The reactants are C(OC(=O)[NH:7][C:8]1[CH:13]=[CH:12][CH:11]=[C:10]([C:14]2[CH:19]=[CH:18][C:17]([C:20](=[O:22])[NH2:21])=[C:16]([O:23][C:24]3[CH:29]=[CH:28][C:27]([O:30][C:31]4[CH:36]=[CH:35][CH:34]=[CH:33][CH:32]=4)=[CH:26][CH:25]=3)[N:15]=2)[CH:9]=1)(C)(C)C.Cl.O1CCOCC1. The catalyst is CO. The product is [NH2:7][C:8]1[CH:9]=[C:10]([C:14]2[CH:19]=[CH:18][C:17]([C:20]([NH2:21])=[O:22])=[C:16]([O:23][C:24]3[CH:29]=[CH:28][C:27]([O:30][C:31]4[CH:36]=[CH:35][CH:34]=[CH:33][CH:32]=4)=[CH:26][CH:25]=3)[N:15]=2)[CH:11]=[CH:12][CH:13]=1. The yield is 1.00. (4) The reactants are [O:1]1[CH:5]=[CH:4][CH:3]=[C:2]1[C:6]1[NH:14][C:13]([NH2:15])=[N:12][C:11]2[C:7]=1[N:8]=[CH:9][N:10]=2.C([O-])([O-])=O.[K+].[K+].[C:22]([O:26][CH3:27])(=[O:25])[CH:23]=[CH2:24]. The catalyst is CN(C=O)C.CCOC(C)=O. The product is [NH2:15][C:13]1[N:12]=[C:11]2[C:7]([N:8]=[CH:9][N:10]2[CH2:24][CH2:23][C:22]([O:26][CH3:27])=[O:25])=[C:6]([C:2]2[O:1][CH:5]=[CH:4][CH:3]=2)[N:14]=1. The yield is 0.110. (5) The reactants are [N:1]([CH2:4][CH2:5][CH2:6][C@:7]1([C:42]2[CH:47]=[CH:46][CH:45]=[CH:44][CH:43]=2)[N:11]([C:12](=[O:33])[C@@H:13]([O:15][Si](C(C)(C)C)(C2C=CC=CC=2)C2C=CC=CC=2)[CH3:14])[N:10]=[C:9]([C:34]2[CH:39]=[C:38]([F:40])[CH:37]=[CH:36][C:35]=2[F:41])[S:8]1)=[N+:2]=[N-:3].CCCC[N+](CCCC)(CCCC)CCCC.[F-].C([O-])(O)=O.[Na+]. The catalyst is C1COCC1. The product is [N:1]([CH2:4][CH2:5][CH2:6][C@:7]1([C:42]2[CH:47]=[CH:46][CH:45]=[CH:44][CH:43]=2)[N:11]([C:12](=[O:33])[C@@H:13]([OH:15])[CH3:14])[N:10]=[C:9]([C:34]2[CH:39]=[C:38]([F:40])[CH:37]=[CH:36][C:35]=2[F:41])[S:8]1)=[N+:2]=[N-:3]. The yield is 0.530. (6) The reactants are C([O:4][CH2:5][C@@H:6]1[C@@H:13]2[C@@H:9]([O:10][C:11]([CH3:15])([CH3:14])[O:12]2)[C@H:8]([N:16]2[CH:24]=[N:23][C:22]3[C:17]2=[N:18][CH:19]=[N:20][C:21]=3[CH2:25][C:26]2[CH:31]=[CH:30][C:29]([F:32])=[CH:28][CH:27]=2)[O:7]1)(=O)C.N. The catalyst is CO. The product is [F:32][C:29]1[CH:30]=[CH:31][C:26]([CH2:25][C:21]2[N:20]=[CH:19][N:18]=[C:17]3[C:22]=2[N:23]=[CH:24][N:16]3[C@H:8]2[C@@H:9]3[O:10][C:11]([CH3:15])([CH3:14])[O:12][C@@H:13]3[C@@H:6]([CH2:5][OH:4])[O:7]2)=[CH:27][CH:28]=1. The yield is 0.940. (7) The yield is 0.910. The catalyst is C(O)C. The product is [P:1](=[O:2])([OH:5])([OH:4])[OH:3].[Br:6][C:7]1[CH:25]=[N:24][C:10]2[N:11]=[C:12]([N:18]3[CH2:21][CH:20]([NH:22][CH3:23])[CH2:19]3)[C:13]3[N:14]([CH:15]=[N:16][N:17]=3)[C:9]=2[CH:8]=1. The reactants are [P:1](=[O:5])([OH:4])([OH:3])[OH:2].[Br:6][C:7]1[CH:25]=[N:24][C:10]2[N:11]=[C:12]([N:18]3[CH2:21][CH:20]([NH:22][CH3:23])[CH2:19]3)[C:13]3[N:14]([CH:15]=[N:16][N:17]=3)[C:9]=2[CH:8]=1. (8) The reactants are [Cl:1][S:2]([OH:5])(=O)=[O:3].[NH:6]1[C:14]2[C:9](=[CH:10][CH:11]=[CH:12][CH:13]=2)[CH2:8][C:7]1=[O:15]. The catalyst is O. The product is [Cl:1][S:2]([C:11]1[CH:10]=[C:9]2[C:14](=[CH:13][CH:12]=1)[NH:6][C:7](=[O:15])[CH2:8]2)(=[O:5])=[O:3]. The yield is 0.500. (9) The reactants are Br[C:2]1[CH:10]=[CH:9][C:5]2[S:6][CH:7]=[CH:8][C:4]=2[CH:3]=1.[OH:11][C:12]1[CH:17]=[CH:16][C:15](B(O)O)=[CH:14][CH:13]=1.O.C([O-])([O-])=O.[Cs+].[Cs+]. The catalyst is COCCOC. The product is [S:6]1[CH:7]=[CH:8][C:4]2[CH:3]=[C:2]([C:15]3[CH:16]=[CH:17][C:12]([OH:11])=[CH:13][CH:14]=3)[CH:10]=[CH:9][C:5]1=2. The yield is 0.720. (10) The reactants are [Li+].[OH-].[F:3][C:4]([F:26])([F:25])[C:5]1[CH:10]=[CH:9][CH:8]=[CH:7][C:6]=1[C:11]1[CH:16]=[CH:15][N:14]2[N:17]=[CH:18][C:19]([C:20]([O:22]CC)=[O:21])=[C:13]2[N:12]=1. The catalyst is C1COCC1.O. The product is [F:26][C:4]([F:3])([F:25])[C:5]1[CH:10]=[CH:9][CH:8]=[CH:7][C:6]=1[C:11]1[CH:16]=[CH:15][N:14]2[N:17]=[CH:18][C:19]([C:20]([OH:22])=[O:21])=[C:13]2[N:12]=1. The yield is 0.460.